From a dataset of Forward reaction prediction with 1.9M reactions from USPTO patents (1976-2016). Predict the product of the given reaction. Given the reactants [C:1]1(C)[CH:6]=[CH:5][CH:4]=[CH:3][C:2]=1P([C:1]1[CH:6]=[CH:5][CH:4]=[CH:3][C:2]=1C)[C:1]1[CH:6]=[CH:5][CH:4]=[CH:3][C:2]=1C.Br[C:24]1[C:25]2[C:30]([C:31]([C:38]3[CH:47]=[CH:46][C:45]4[C:40](=[CH:41][CH:42]=[CH:43][CH:44]=4)[CH:39]=3)=[C:32]3[C:37]=1[CH:36]=[CH:35][CH:34]=[CH:33]3)=[CH:29][CH:28]=[CH:27][CH:26]=2.C1C2=[C:54]3[C:63](=[CH:64][CH:65]=C2C(B(O)O)=CC=1)[CH:62]=[C:61]1[C:56]([CH:57]=[CH:58][CH:59]=[CH:60]1)=[CH:55]3.P([O-])([O-])([O-])=O.[K+].[K+].[K+], predict the reaction product. The product is: [CH:47]1[C:46]2[C:41](=[CH:42][CH:43]=[CH:44][CH:45]=2)[CH:40]=[CH:39][C:38]=1[C:31]1[C:1]2[C:6]([C:24]([C:25]3[C:30]4=[CH:65][CH:64]=[C:63]5[C:54]([CH:55]=[C:56]6[C:61]([CH:60]=[CH:59][CH:58]=[CH:57]6)=[CH:62]5)=[C:29]4[CH:28]=[CH:27][CH:26]=3)=[C:37]3[C:32]=1[CH:33]=[CH:34][CH:35]=[CH:36]3)=[CH:5][CH:4]=[CH:3][CH:2]=2.